Dataset: Peptide-MHC class I binding affinity with 185,985 pairs from IEDB/IMGT. Task: Regression. Given a peptide amino acid sequence and an MHC pseudo amino acid sequence, predict their binding affinity value. This is MHC class I binding data. (1) The peptide sequence is LLHQSSDKFV. The MHC is HLA-A02:02 with pseudo-sequence HLA-A02:02. The binding affinity (normalized) is 0.753. (2) The peptide sequence is AVYGNITHK. The MHC is HLA-A30:02 with pseudo-sequence HLA-A30:02. The binding affinity (normalized) is 0. (3) The MHC is HLA-A02:11 with pseudo-sequence HLA-A02:11. The peptide sequence is SIYEVGIVL. The binding affinity (normalized) is 1.00.